This data is from Ames mutagenicity test results for genotoxicity prediction. The task is: Regression/Classification. Given a drug SMILES string, predict its toxicity properties. Task type varies by dataset: regression for continuous values (e.g., LD50, hERG inhibition percentage) or binary classification for toxic/non-toxic outcomes (e.g., AMES mutagenicity, cardiotoxicity, hepatotoxicity). Dataset: ames. (1) The molecule is O=C(NCc1ccccc1)C(Cl)c1ccccc1. The result is 1 (mutagenic). (2) The result is 0 (non-mutagenic). The compound is CCc1cc(C(N)=S)ccn1. (3) The compound is CCCCOP(=O)(OCCCC)Oc1ccccc1. The result is 0 (non-mutagenic). (4) The compound is CCOC(=O)C(CCc1ccccc1)NC(C)C(=O)N(CC(=O)O)C1Cc2ccccc2C1. The result is 0 (non-mutagenic). (5) The compound is CS(=O)(=O)O. The result is 0 (non-mutagenic). (6) The molecule is CCCCCCCOc1ccccc1NC(=O)OCCN1CCCCC1. The result is 0 (non-mutagenic). (7) The drug is ClCc1ccncc1. The result is 0 (non-mutagenic).